From a dataset of Forward reaction prediction with 1.9M reactions from USPTO patents (1976-2016). Predict the product of the given reaction. (1) The product is: [CH3:13][C:14]1[O:18][C:17]([CH2:19][NH:20][C:6]2[CH:5]=[CH:4][C:3]3[C:2]([NH:28][CH2:27][C:23]4[CH:22]=[N:21][CH:26]=[CH:25][CH:24]=4)=[CH:11][CH:10]=[CH:9][C:8]=3[N:7]=2)=[CH:16][CH:15]=1. Given the reactants Br[C:2]1[CH:11]=[CH:10][CH:9]=[C:8]2[C:3]=1[CH:4]=[CH:5][C:6](Cl)=[N:7]2.[CH3:13][C:14]1[O:18][C:17]([CH2:19][NH2:20])=[CH:16][CH:15]=1.[N:21]1[CH:26]=[CH:25][CH:24]=[C:23]([CH2:27][NH2:28])[CH:22]=1, predict the reaction product. (2) The product is: [F:13][C:14]1[C:22]([F:23])=[C:21]([F:24])[CH:20]=[C:19]([F:25])[C:15]=1[C:1]([O:7][C:8]([CH3:9])([CH3:10])[CH3:11])=[O:12]. Given the reactants [C:1](=[O:12])([O:7][C:8]([CH3:11])([CH3:10])[CH3:9])OC(C)(C)C.[F:13][C:14]1[C:22]([F:23])=[C:21]([F:24])[CH:20]=[C:19]([F:25])[C:15]=1C(O)=O, predict the reaction product. (3) Given the reactants Cl[C:2]([O:4][CH:5]([Cl:7])[CH3:6])=[O:3].[C:8]([O:11][C:12]1[CH:29]=[CH:28][CH:27]=[CH:26][C:13]=1[C:14]([O:16][CH2:17][C:18]1[CH:23]=[CH:22][CH:21]=[C:20]([CH2:24][OH:25])[CH:19]=1)=[O:15])(=[O:10])[CH3:9].N1C=CC=CC=1, predict the reaction product. The product is: [C:8]([O:11][C:12]1[CH:29]=[CH:28][CH:27]=[CH:26][C:13]=1[C:14]([O:16][CH2:17][C:18]1[CH:23]=[CH:22][CH:21]=[C:20]([CH2:24][O:25][C:2]([O:4][CH:5]([Cl:7])[CH3:6])=[O:3])[CH:19]=1)=[O:15])(=[O:10])[CH3:9]. (4) Given the reactants [C:1]([O:5][C:6](=[O:31])[C@@H:7]([NH:13][C:14](=[O:30])[CH2:15][CH2:16][CH2:17][CH2:18][CH2:19][CH2:20][CH2:21][CH2:22][CH2:23][CH2:24][CH2:25][CH2:26][CH2:27][CH2:28][CH3:29])[CH2:8][CH2:9][C:10]([OH:12])=O)([CH3:4])([CH3:3])[CH3:2].ON1C2C=CC=CC=2N=N1.C(N1C=CN=C1)(N1C=CN=C1)=O.[NH2:54][CH:55](N)[CH2:56][CH2:57][CH2:58][C@@H:59]([NH:66][C:67]([O:69][CH2:70][CH:71]1[C:83]2[CH:82]=[CH:81][CH:80]=[CH:79][C:78]=2[C:77]2[C:72]1=[CH:73][CH:74]=[CH:75][CH:76]=2)=[O:68])[C:60]([O:62][CH2:63][CH:64]=[CH2:65])=[O:61].C(N(CC)CC)C, predict the reaction product. The product is: [CH:73]1[C:72]2[CH:71]([CH2:70][O:69][C:67]([NH:66][C@H:59]([CH2:58][CH2:57][CH2:56][CH2:55][NH:54][C:10](=[O:12])[CH2:9][CH2:8][C@H:7]([NH:13][C:14](=[O:30])[CH2:15][CH2:16][CH2:17][CH2:18][CH2:19][CH2:20][CH2:21][CH2:22][CH2:23][CH2:24][CH2:25][CH2:26][CH2:27][CH2:28][CH3:29])[C:6]([O:5][C:1]([CH3:2])([CH3:3])[CH3:4])=[O:31])[C:60]([O:62][CH2:63][CH:64]=[CH2:65])=[O:61])=[O:68])[C:83]3[C:78](=[CH:79][CH:80]=[CH:81][CH:82]=3)[C:77]=2[CH:76]=[CH:75][CH:74]=1. (5) Given the reactants Cl[C:2]1[C:3]2[C:4](=[CH:13][N:14](CC3C=CC(OC)=CC=3)[N:15]=2)[N:5]=[C:6]([C:8]2[S:9][CH:10]=[CH:11][CH:12]=2)[N:7]=1.[NH2:25][C:26]1[CH:31]=[CH:30][C:29]([S:32]([N:35]([CH3:37])[CH3:36])(=[O:34])=[O:33])=[CH:28][CH:27]=1.Cl, predict the reaction product. The product is: [CH3:36][N:35]([CH3:37])[S:32]([C:29]1[CH:30]=[CH:31][C:26]([NH:25][C:2]2[C:3]3[NH:15][N:14]=[CH:13][C:4]=3[N:5]=[C:6]([C:8]3[S:9][CH:10]=[CH:11][CH:12]=3)[N:7]=2)=[CH:27][CH:28]=1)(=[O:33])=[O:34]. (6) Given the reactants Cl[C:2]1[N:7]=[C:6]([NH:8][C@H:9]([C:11]2[CH:16]=[CH:15][C:14]([F:17])=[CH:13][CH:12]=2)[CH3:10])[CH:5]=[C:4]([C:18]2[CH:19]=[N:20][N:21]([CH3:23])[CH:22]=2)[CH:3]=1.[NH2:24][C:25]1[CH:30]=[N:29][CH:28]=[CH:27][N:26]=1.CC(C)([O-])C.[Na+].C1(C)C=CC=CC=1, predict the reaction product. The product is: [F:17][C:14]1[CH:15]=[CH:16][C:11]([C@@H:9]([NH:8][C:6]2[CH:5]=[C:4]([C:18]3[CH:19]=[N:20][N:21]([CH3:23])[CH:22]=3)[CH:3]=[C:2]([NH:24][C:25]3[CH:30]=[N:29][CH:28]=[CH:27][N:26]=3)[N:7]=2)[CH3:10])=[CH:12][CH:13]=1.